This data is from Full USPTO retrosynthesis dataset with 1.9M reactions from patents (1976-2016). The task is: Predict the reactants needed to synthesize the given product. (1) Given the product [F:1][C:2]1[CH:13]=[CH:12][CH:11]=[CH:10][C:3]=1[CH2:4][N:5]([CH2:7][CH2:8][O:25][CH2:14][C:15]([C:17]1[CH:18]=[CH:19][CH:20]=[CH:21][CH:22]=1)=[O:16])[CH3:6], predict the reactants needed to synthesize it. The reactants are: [F:1][C:2]1[CH:13]=[CH:12][CH:11]=[CH:10][C:3]=1[CH2:4][N:5]([CH2:7][CH2:8]Cl)[CH3:6].[CH3:14][C:15]([C:17]1[CH:18]=[CH:19][C:20](O)=[CH:21][CH:22]=1)=[O:16].C([O-])([O-])=[O:25].[K+].[K+]. (2) Given the product [C:1]1([N:7]2[C:19]3[CH2:18][NH:17][CH2:16][CH2:15][C:14]=3[C:13]3[C:8]2=[CH:9][CH:10]=[CH:11][CH:12]=3)[CH:2]=[CH:3][CH:4]=[CH:5][CH:6]=1, predict the reactants needed to synthesize it. The reactants are: [C:1]1([N:7]2[C:19]3[CH2:18][N:17](C(OC(C)(C)C)=O)[CH2:16][CH2:15][C:14]=3[C:13]3[C:8]2=[CH:9][CH:10]=[CH:11][CH:12]=3)[CH:6]=[CH:5][CH:4]=[CH:3][CH:2]=1.